Dataset: Reaction yield outcomes from USPTO patents with 853,638 reactions. Task: Predict the reaction yield, written as a fraction of the theoretical maximum amount of product (1.0 means a 100% yield; for example, 0.34 means a 34% yield). (1) The reactants are [CH3:1][C:2]([CH3:41])([CH3:40])[CH2:3][CH2:4][CH2:5][CH2:6][C:7]1([CH3:39])[C:16]2[C:11](=[CH:12][CH:13]=[CH:14][CH:15]=2)[C:10]([OH:17])=[C:9]([C:18]2[NH:23][C:22]3[CH:24]=[CH:25][C:26]([NH:28]C(=O)OC(C)(C)C)=[CH:27][C:21]=3[S:20](=[O:37])(=[O:36])[N:19]=2)[C:8]1=[O:38].[ClH:42]. The catalyst is O1CCOCC1. The product is [ClH:42].[NH2:28][C:26]1[CH:25]=[CH:24][C:22]2[NH:23][C:18]([C:9]3[C:8](=[O:38])[C:7]([CH2:6][CH2:5][CH2:4][CH2:3][C:2]([CH3:1])([CH3:40])[CH3:41])([CH3:39])[C:16]4[C:11]([C:10]=3[OH:17])=[CH:12][CH:13]=[CH:14][CH:15]=4)=[N:19][S:20](=[O:37])(=[O:36])[C:21]=2[CH:27]=1. The yield is 0.540. (2) The reactants are [Br:1][C:2]1[CH:3]=[CH:4][C:5]([N:11]2[C:15]([CH3:16])=[CH:14][C:13]([C:17]([O:19][CH2:20][CH3:21])=[O:18])=[N:12]2)=[C:6]([CH:10]=1)[C:7]([OH:9])=O.[CH2:22]1[C:31]2[C:26](=[CH:27][CH:28]=[CH:29][CH:30]=2)[CH2:25][C@@H:24]([CH2:32][OH:33])[NH:23]1.CN(C(ON1N=NC2C=CC=NC1=2)=[N+](C)C)C.F[P-](F)(F)(F)(F)F.CCN(C(C)C)C(C)C. The catalyst is C(Cl)Cl. The product is [Br:1][C:2]1[CH:3]=[CH:4][C:5]([N:11]2[C:15]([CH3:16])=[CH:14][C:13]([C:17]([O:19][CH2:20][CH3:21])=[O:18])=[N:12]2)=[C:6]([C:7]([N:23]2[C@H:24]([CH2:32][OH:33])[CH2:25][C:26]3[C:31](=[CH:30][CH:29]=[CH:28][CH:27]=3)[CH2:22]2)=[O:9])[CH:10]=1. The yield is 0.790. (3) The reactants are Cl[C:2]1[C:11]2[C:6](=[CH:7][CH:8]=[C:9]([I:12])[CH:10]=2)[N:5]=[CH:4][N:3]=1.[NH:13]1[C:21]2[C:16](=[CH:17][CH:18]=[CH:19][CH:20]=2)[CH2:15][CH2:14]1.C(N(CC)CC)C.N1C2C(=CC=CC=2)C=NC=1. The catalyst is O1CCOCC1. The product is [N:13]1([C:2]2[C:11]3[C:6](=[CH:7][CH:8]=[C:9]([I:12])[CH:10]=3)[N:5]=[CH:4][N:3]=2)[C:21]2[C:16](=[CH:17][CH:18]=[CH:19][CH:20]=2)[CH2:15][CH2:14]1. The yield is 0.850. (4) The reactants are [N+:1]([C:4]1[CH:5]=[C:6]2[C:10](=[CH:11][C:12]=1[N+:13]([O-])=O)[NH:9][N:8]=[CH:7]2)([O-])=O. The catalyst is [Pd]. The product is [NH2:1][C:4]1[CH:5]=[C:6]2[C:10](=[CH:11][C:12]=1[NH2:13])[NH:9][N:8]=[CH:7]2. The yield is 0.667. (5) The reactants are Cl[C:2]1[CH:7]=[C:6]([CH3:8])[N:5]=[CH:4][C:3]=1[CH:9]=O.O.[NH2:12][NH2:13]. The catalyst is COCCOC. The product is [CH3:8][C:6]1[N:5]=[CH:4][C:3]2[CH:9]=[N:12][NH:13][C:2]=2[CH:7]=1. The yield is 0.430. (6) The reactants are [CH:1]1([CH2:4][C:5]([F:12])([F:11])[C:6](OCC)=[O:7])[CH2:3][CH2:2]1.[BH4-].[Na+]. The catalyst is C(O)C. The product is [CH:1]1([CH2:4][C:5]([F:12])([F:11])[CH2:6][OH:7])[CH2:3][CH2:2]1. The yield is 0.850. (7) The reactants are [Br:1][C:2]1[CH:3]=[C:4]2[C:9](=[CH:10][CH:11]=1)[N:8]=[C:7]([OH:12])[CH:6]=[CH:5]2.[C:13]([C@@H:17]1[CH2:22][CH2:21][C@H:20](O)[CH2:19][CH2:18]1)([CH3:16])([CH3:15])[CH3:14].C1(P(C2C=CC=CC=2)C2C=CC=CC=2)C=CC=CC=1.C1(C)C=CC=CC=1.N(C(OC(C)C)=O)=NC(OC(C)C)=O. The catalyst is CCOC(C)=O.CCCCCC.C(Cl)Cl. The product is [Br:1][C:2]1[CH:3]=[C:4]2[C:9](=[CH:10][CH:11]=1)[N:8]=[C:7]([O:12][C@H:20]1[CH2:21][CH2:22][C@H:17]([C:13]([CH3:16])([CH3:15])[CH3:14])[CH2:18][CH2:19]1)[CH:6]=[CH:5]2. The yield is 0.360.